This data is from Reaction yield outcomes from USPTO patents with 853,638 reactions. The task is: Predict the reaction yield, written as a fraction of the theoretical maximum amount of product (1.0 means a 100% yield; for example, 0.34 means a 34% yield). (1) The reactants are C[O:2][C:3]([C:5]1([CH2:8][NH:9][S:10]([C:13]2[CH:18]=[CH:17][CH:16]=[CH:15][C:14]=2[F:19])(=[O:12])=[O:11])[CH2:7][CH2:6]1)=[O:4].O.[OH-].[Li+]. The catalyst is O.C1COCC1. The product is [F:19][C:14]1[CH:15]=[CH:16][CH:17]=[CH:18][C:13]=1[S:10]([NH:9][CH2:8][C:5]1([C:3]([OH:4])=[O:2])[CH2:6][CH2:7]1)(=[O:11])=[O:12]. The yield is 0.980. (2) The reactants are [CH2:1]([O:4][N:5]1[C:11](=[O:12])[N:10]2[CH2:13][C@H:6]1[C:7]([CH3:23])=[CH:8][C@H:9]2[CH2:14][O:15][Si](C(C)(C)C)(C)C)[CH:2]=[CH2:3].[F-].C([N+](CCCC)(CCCC)CCCC)CCC. The catalyst is C1COCC1. The product is [CH2:1]([O:4][N:5]1[C:11](=[O:12])[N:10]2[CH2:13][C@H:6]1[C:7]([CH3:23])=[CH:8][C@H:9]2[CH2:14][OH:15])[CH:2]=[CH2:3]. The yield is 0.920. (3) The catalyst is CC(C1C=C(C(C)C)C(C2C(P(C3CCCCC3)C3CCCCC3)=C(OC)C=CC=2OC)=C(C(C)C)C=1)C. The product is [F:18][C:6]1[C:7]([C:8]2[CH2:9][CH2:10][N:11]([CH:14]3[CH2:17][O:16][CH2:15]3)[CH2:12][CH:13]=2)=[C:2]([NH:20][C:19](=[O:26])[O:21][C:22]([CH3:25])([CH3:24])[CH3:23])[CH:3]=[N:4][CH:5]=1. The yield is 0.240. The reactants are Cl[C:2]1[CH:3]=[N:4][CH:5]=[C:6]([F:18])[C:7]=1[C:8]1[CH2:9][CH2:10][N:11]([CH:14]2[CH2:17][O:16][CH2:15]2)[CH2:12][CH:13]=1.[C:19](=[O:26])([O:21][C:22]([CH3:25])([CH3:24])[CH3:23])[NH2:20].CC(C)([O-])C.[Na+].CC(C1C=C(C(C)C)C(C2C(P(C3CCCCC3)C3CCCCC3)=C(OC)C=CC=2OC)=C(C(C)C)C=1)C. (4) The reactants are [Br:1][C:2]1[CH:3]=[C:4]([C:7](=[O:12])C(Cl)(Cl)Cl)[NH:5][CH:6]=1.[CH3:13][O-:14].[Na+].CO. The catalyst is CO. The product is [CH3:13][O:14][C:7]([C:4]1[NH:5][CH:6]=[C:2]([Br:1])[CH:3]=1)=[O:12]. The yield is 0.820. (5) The reactants are [NH2:1][C:2]1[CH:11]=[CH:10][C:5]([C:6]([O:8][CH3:9])=[O:7])=[CH:4][C:3]=1[OH:12].[CH2:13](O)[CH3:14].O. The catalyst is C(C(CC)(CC)C([O-])([O-])[O-])C. The product is [CH3:9][O:8][C:6]([C:5]1[CH:10]=[CH:11][C:2]2[N:1]=[C:13]([CH3:14])[O:12][C:3]=2[CH:4]=1)=[O:7]. The yield is 0.720. (6) The reactants are Br[C:2]1[CH:11]=[C:10](Br)[C:9]([O:13]C(C)C)=[C:8]2[C:3]=1[CH:4]=[CH:5][CH:6]=[N:7]2.[C:17]1(B(O)O)[CH:22]=[CH:21][CH:20]=[CH:19][CH:18]=1.C([O-])([O-])=O.[Na+].[Na+].CCO.[CH:35]1[CH:40]=[CH:39][CH:38]=[CH:37][CH:36]=1. The catalyst is C1C=CC([P]([Pd]([P](C2C=CC=CC=2)(C2C=CC=CC=2)C2C=CC=CC=2)([P](C2C=CC=CC=2)(C2C=CC=CC=2)C2C=CC=CC=2)[P](C2C=CC=CC=2)(C2C=CC=CC=2)C2C=CC=CC=2)(C2C=CC=CC=2)C2C=CC=CC=2)=CC=1. The product is [C:17]1([C:2]2[CH:11]=[C:10]([C:35]3[CH:40]=[CH:39][CH:38]=[CH:37][CH:36]=3)[C:9]([OH:13])=[C:8]3[C:3]=2[CH:4]=[CH:5][CH:6]=[N:7]3)[CH:22]=[CH:21][CH:20]=[CH:19][CH:18]=1. The yield is 0.910.